Dataset: NCI-60 drug combinations with 297,098 pairs across 59 cell lines. Task: Regression. Given two drug SMILES strings and cell line genomic features, predict the synergy score measuring deviation from expected non-interaction effect. Drug 1: C1C(C(OC1N2C=NC3=C2NC=NCC3O)CO)O. Drug 2: CC1CCCC2(C(O2)CC(NC(=O)CC(C(C(=O)C(C1O)C)(C)C)O)C(=CC3=CSC(=N3)C)C)C. Cell line: PC-3. Synergy scores: CSS=57.0, Synergy_ZIP=6.05, Synergy_Bliss=3.30, Synergy_Loewe=-19.5, Synergy_HSA=3.98.